Dataset: Peptide-MHC class I binding affinity with 185,985 pairs from IEDB/IMGT. Task: Regression. Given a peptide amino acid sequence and an MHC pseudo amino acid sequence, predict their binding affinity value. This is MHC class I binding data. (1) The peptide sequence is MYAPVSPIVI. The MHC is H-2-Db with pseudo-sequence H-2-Db. The binding affinity (normalized) is 0.340. (2) The peptide sequence is VYQRGTHPF. The MHC is HLA-B07:02 with pseudo-sequence HLA-B07:02. The binding affinity (normalized) is 0.0847.